Dataset: NCI-60 drug combinations with 297,098 pairs across 59 cell lines. Task: Regression. Given two drug SMILES strings and cell line genomic features, predict the synergy score measuring deviation from expected non-interaction effect. (1) Drug 1: C1CN1C2=NC(=NC(=N2)N3CC3)N4CC4. Drug 2: CC(C)NC(=O)C1=CC=C(C=C1)CNNC.Cl. Cell line: NCI-H522. Synergy scores: CSS=20.8, Synergy_ZIP=-6.23, Synergy_Bliss=-5.68, Synergy_Loewe=-19.3, Synergy_HSA=-6.91. (2) Drug 1: C1CC2CC3=C(CC1C24CN(S(=O)(=O)N4)CC(F)(F)F)C=CC(=C3)C=CCN5CCC(CC5)C(F)(F)F. Drug 2: C1CNP(=O)(OC1)N(CCCl)CCCl. Cell line: HT29. Synergy scores: CSS=62.5, Synergy_ZIP=8.53, Synergy_Bliss=10.8, Synergy_Loewe=-17.2, Synergy_HSA=6.57. (3) Drug 1: CS(=O)(=O)CCNCC1=CC=C(O1)C2=CC3=C(C=C2)N=CN=C3NC4=CC(=C(C=C4)OCC5=CC(=CC=C5)F)Cl. Drug 2: CN1C2=C(C=C(C=C2)N(CCCl)CCCl)N=C1CCCC(=O)O.Cl. Cell line: MDA-MB-231. Synergy scores: CSS=-2.69, Synergy_ZIP=1.73, Synergy_Bliss=2.12, Synergy_Loewe=-6.52, Synergy_HSA=-4.43.